Dataset: Forward reaction prediction with 1.9M reactions from USPTO patents (1976-2016). Task: Predict the product of the given reaction. (1) Given the reactants [CH3:1][O:2][C@H:3]1[CH2:8][CH2:7][C@H:6]([CH2:9][N:10]2[C:15](=[O:16])[CH2:14][NH:13][C:12]3[N:17]=[CH:18][C:19]([C:21]4[C:22]([CH3:29])=[CH:23][C:24]([C:27]#[N:28])=[N:25][CH:26]=4)=[N:20][C:11]2=3)[CH2:5][CH2:4]1.CO[C@H]1CC[C@H](C[N:39]2[C:44]3=[N:45]C([Sn](C)(C)C)=CN=C3NCC2=O)CC1.BrC1C(C)=CC(C#N)=NC=1.C(N(CC)CC)C.CC1C(P(C2C(C)=CC=CC=2)C2C(C)=CC=CC=2)=CC=CC=1, predict the reaction product. The product is: [CH3:1][O:2][C@H:3]1[CH2:8][CH2:7][C@H:6]([CH2:9][N:10]2[C:11]3=[N:20][C:19]([C:21]4[CH:26]=[N:25][C:24]([C:27]5[N:45]=[CH:44][NH:39][N:28]=5)=[CH:23][C:22]=4[CH3:29])=[CH:18][N:17]=[C:12]3[NH:13][CH2:14][C:15]2=[O:16])[CH2:5][CH2:4]1. (2) Given the reactants C(O[C:6](=[O:28])[NH:7][C@@H:8]([CH2:21][C:22]1[CH:27]=[CH:26][CH:25]=[CH:24][CH:23]=1)[CH:9]([C:11](=[O:20])[NH:12][CH2:13][C:14]1[CH:19]=[CH:18][CH:17]=[CH:16][CH:15]=1)[OH:10])(C)(C)C.C(O)(C(F)(F)F)=O.[CH3:36][C@@H:37]1[NH:56][C:55](=[O:57])[CH2:54][CH2:53][C:52]2=[CH:58][C:48](=[CH:49][CH:50]=[CH:51]2)[C:47]2=[CH:59][C:43](=[CH:44][CH:45]=[CH:46]2)[CH2:42][CH2:41][C@@H:40](C(O)=O)[NH:39][C:38]1=[O:63].CN(C(ON1N=NC2C=CC=NC1=2)=[N+](C)C)C.F[P-](F)(F)(F)(F)F.C(N(CC)C(C)C)(C)C, predict the reaction product. The product is: [CH2:21]([C@H:8]([NH:7][C:6]([C@H:40]1[NH:39][C:38](=[O:63])[C@H:37]([CH3:36])[NH:56][C:55](=[O:57])[CH2:54][CH2:53][C:52]2=[CH:58][C:48](=[CH:49][CH:50]=[CH:51]2)[C:47]2=[CH:59][C:43](=[CH:44][CH:45]=[CH:46]2)[CH2:42][CH2:41]1)=[O:28])[CH:9]([C:11](=[O:20])[NH:12][CH2:13][C:14]1[CH:15]=[CH:16][CH:17]=[CH:18][CH:19]=1)[OH:10])[C:22]1[CH:23]=[CH:24][CH:25]=[CH:26][CH:27]=1. (3) Given the reactants Cl.[Cl:2][C:3]1[C:4]([C:10]([CH3:13])([CH3:12])[CH3:11])=[N:5][N:6]([CH2:8]Cl)[CH:7]=1.[F:14][C:15]([F:24])([F:23])[CH2:16][CH2:17][CH:18]([C:21]#[N:22])[C:19]#[N:20].C(=O)([O-])[O-].[K+].[K+].O, predict the reaction product. The product is: [Cl:2][C:3]1[C:4]([C:10]([CH3:13])([CH3:12])[CH3:11])=[N:5][N:6]([CH2:8][C:18]([CH2:17][CH2:16][C:15]([F:14])([F:23])[F:24])([C:19]#[N:20])[C:21]#[N:22])[CH:7]=1. (4) The product is: [CH2:37]([O:36][C:34](=[O:35])[NH:1][C:2]1[CH:23]=[CH:22][CH:21]=[C:4]([C:5]([C:7]2[C:12](=[O:13])[CH:11]=[CH:10][N:9]([C:14]3[CH:19]=[CH:18][C:17]([Cl:20])=[CH:16][CH:15]=3)[N:8]=2)=[O:6])[CH:3]=1)[CH3:38]. Given the reactants [NH2:1][C:2]1[CH:3]=[C:4]([CH:21]=[CH:22][CH:23]=1)[C:5]([C:7]1[C:12](=[O:13])[CH:11]=[CH:10][N:9]([C:14]2[CH:19]=[CH:18][C:17]([Cl:20])=[CH:16][CH:15]=2)[N:8]=1)=[O:6].CCN(C(C)C)C(C)C.Cl[C:34]([O:36][CH2:37][CH3:38])=[O:35], predict the reaction product. (5) Given the reactants Cl[C:2]1[CH:3]=[CH:4][C:5]2[N:6]([C:8]([C:11]3[CH:16]=[CH:15][C:14]([O:17][CH3:18])=[C:13]([O:19][CH3:20])[CH:12]=3)=[CH:9][N:10]=2)[N:7]=1.[CH3:21][O:22][C:23](=[O:44])[CH2:24][O:25][C:26]1[CH:31]=[CH:30][C:29](B2OC(C)(C)C(C)(C)O2)=[CH:28][C:27]=1[C:41](=[O:43])[NH2:42], predict the reaction product. The product is: [CH3:21][O:22][C:23](=[O:44])[CH2:24][O:25][C:26]1[CH:31]=[CH:30][C:29]([C:2]2[CH:3]=[CH:4][C:5]3[N:6]([C:8]([C:11]4[CH:16]=[CH:15][C:14]([O:17][CH3:18])=[C:13]([O:19][CH3:20])[CH:12]=4)=[CH:9][N:10]=3)[N:7]=2)=[CH:28][C:27]=1[C:41](=[O:43])[NH2:42]. (6) Given the reactants Cl.[NH2:2][C@H:3]1[CH2:8][CH2:7][C@H:6]([NH:9][C:10]([C:12]2[C:16]3[N:17]=[CH:18][N:19]=[C:20]([C:21]4[CH:26]=[CH:25][C:24]([O:27][CH3:28])=[CH:23][C:22]=4[O:29][CH2:30][CH:31]4[CH2:33][CH2:32]4)[C:15]=3[NH:14][C:13]=2[CH3:34])=[O:11])[CH2:5][CH2:4]1.C([O:38][C@@H:39]([CH3:43])[C:40](Cl)=[O:41])(=O)C, predict the reaction product. The product is: [CH:31]1([CH2:30][O:29][C:22]2[CH:23]=[C:24]([O:27][CH3:28])[CH:25]=[CH:26][C:21]=2[C:20]2[C:15]3[NH:14][C:13]([CH3:34])=[C:12]([C:10]([NH:9][C@H:6]4[CH2:7][CH2:8][C@H:3]([NH:2][C:40](=[O:41])[C@@H:39]([OH:38])[CH3:43])[CH2:4][CH2:5]4)=[O:11])[C:16]=3[N:17]=[CH:18][N:19]=2)[CH2:32][CH2:33]1.